Dataset: Peptide-MHC class I binding affinity with 185,985 pairs from IEDB/IMGT. Task: Regression. Given a peptide amino acid sequence and an MHC pseudo amino acid sequence, predict their binding affinity value. This is MHC class I binding data. (1) The MHC is HLA-A31:01 with pseudo-sequence HLA-A31:01. The peptide sequence is IFREIASSMK. The binding affinity (normalized) is 0.441. (2) The peptide sequence is GFFLAEYWK. The MHC is HLA-A23:01 with pseudo-sequence HLA-A23:01. The binding affinity (normalized) is 0.382. (3) The peptide sequence is HAETESATL. The MHC is HLA-B39:01 with pseudo-sequence HLA-B39:01. The binding affinity (normalized) is 0.503. (4) The peptide sequence is ADFKLFFRW. The MHC is HLA-B15:01 with pseudo-sequence HLA-B15:01. The binding affinity (normalized) is 0.0847. (5) The peptide sequence is LIWKVNPEI. The MHC is HLA-A24:02 with pseudo-sequence HLA-A24:02. The binding affinity (normalized) is 0.337. (6) The MHC is HLA-B27:05 with pseudo-sequence HLA-B27:05. The binding affinity (normalized) is 0.604. The peptide sequence is RRSDWKKAY. (7) The peptide sequence is YTKVVPLVY. The MHC is HLA-A29:02 with pseudo-sequence HLA-A29:02. The binding affinity (normalized) is 0.551. (8) The peptide sequence is LLKDLMPFV. The MHC is HLA-B58:01 with pseudo-sequence HLA-B58:01. The binding affinity (normalized) is 0.0847.